This data is from Peptide-MHC class II binding affinity with 134,281 pairs from IEDB. The task is: Regression. Given a peptide amino acid sequence and an MHC pseudo amino acid sequence, predict their binding affinity value. This is MHC class II binding data. The binding affinity (normalized) is 0.378. The MHC is HLA-DPA10301-DPB10402 with pseudo-sequence HLA-DPA10301-DPB10402. The peptide sequence is LVGPTPVNIIGRDLLTQIGC.